This data is from Catalyst prediction with 721,799 reactions and 888 catalyst types from USPTO. The task is: Predict which catalyst facilitates the given reaction. (1) Reactant: [CH3:1][O:2][C:3]1[CH:4]=[CH:5][C:6]2[N:7]=[C:8]([C:17]#[N:18])[C:9]3[N:10]([CH:13]=[N:14][C:15]=3[CH3:16])[C:11]=2[N:12]=1.C1C(=O)N([Br:26])C(=O)C1. Product: [Br:26][C:13]1[N:10]2[C:11]3[N:12]=[C:3]([O:2][CH3:1])[CH:4]=[CH:5][C:6]=3[N:7]=[C:8]([C:17]#[N:18])[C:9]2=[C:15]([CH3:16])[N:14]=1. The catalyst class is: 23. (2) Reactant: Cl[C:2]1[N:7]=[CH:6][C:5]2[C:8]([C:14]#[N:15])=[N:9][N:10]([CH:11]([CH3:13])[CH3:12])[C:4]=2[CH:3]=1.[CH:16]1([S:19]([N:22]2[CH:26]=[C:25]([C:27]3[N:32]=[C:31]([NH2:33])[CH:30]=[CH:29][N:28]=3)[CH:24]=[N:23]2)(=[O:21])=[O:20])[CH2:18][CH2:17]1.C1(P(C2C=CC=CC=2)C2C3OC4C(=CC=CC=4P(C4C=CC=CC=4)C4C=CC=CC=4)C(C)(C)C=3C=CC=2)C=CC=CC=1.C(=O)([O-])[O-].[Cs+].[Cs+]. Product: [CH:16]1([S:19]([N:22]2[CH:26]=[C:25]([C:27]3[N:32]=[C:31]([NH:33][C:2]4[N:7]=[CH:6][C:5]5[C:8]([C:14]#[N:15])=[N:9][N:10]([CH:11]([CH3:13])[CH3:12])[C:4]=5[CH:3]=4)[CH:30]=[CH:29][N:28]=3)[CH:24]=[N:23]2)(=[O:20])=[O:21])[CH2:18][CH2:17]1. The catalyst class is: 62. (3) Reactant: [NH2:1][C:2]1[N:33]([CH2:34][C:35]([OH:38])([CH3:37])[CH3:36])[C:6]2[N:7]=[C:8]([NH:11][C:12]3[CH:17]=[CH:16][C:15]([CH:18]4[CH2:23][CH2:22][N:21](C(OC(C)(C)C)=O)[CH2:20][CH2:19]4)=[CH:14][C:13]=3[O:31][CH3:32])[N:9]=[CH:10][C:5]=2[C:4](=[O:39])[C:3]=1[C:40](=[O:42])[NH2:41].[ClH:43].CCOCC. Product: [ClH:43].[NH2:1][C:2]1[N:33]([CH2:34][C:35]([OH:38])([CH3:37])[CH3:36])[C:6]2[N:7]=[C:8]([NH:11][C:12]3[CH:17]=[CH:16][C:15]([CH:18]4[CH2:19][CH2:20][NH:21][CH2:22][CH2:23]4)=[CH:14][C:13]=3[O:31][CH3:32])[N:9]=[CH:10][C:5]=2[C:4](=[O:39])[C:3]=1[C:40]([NH2:41])=[O:42]. The catalyst class is: 269. (4) Product: [Br:1][C:2]1[CH:10]=[C:9]2[C:5]([CH:6]=[N:7][N:8]2[CH2:20][C:21]([CH3:23])([OH:24])[CH3:22])=[CH:4][C:3]=1[O:11][C:12]1[CH:17]=[CH:16][C:15]([F:18])=[CH:14][C:13]=1[F:19]. Reactant: [Br:1][C:2]1[CH:10]=[C:9]2[C:5]([CH:6]=[N:7][NH:8]2)=[CH:4][C:3]=1[O:11][C:12]1[CH:17]=[CH:16][C:15]([F:18])=[CH:14][C:13]=1[F:19].[CH3:20][C:21]1([O:24][CH2:23]1)[CH3:22].C(=O)([O-])[O-].[K+].[K+]. The catalyst class is: 80. (5) Product: [F:16][C:15]1[C:2]([Br:1])=[CH:3][C:4]2[C:5]3[N:9]([CH:10]4[CH2:11][CH:12]([C:13]=2[CH:14]=1)[CH2:17]4)[C:8]([I:21])=[C:7]([C:18]([NH2:20])=[O:19])[N:6]=3. The catalyst class is: 3. Reactant: [Br:1][C:2]1[CH:3]=[C:4]2[C:13](=[CH:14][C:15]=1[F:16])[CH:12]1[CH2:17][CH:10]([CH2:11]1)[N:9]1[C:5]2=[N:6][C:7]([C:18]([NH2:20])=[O:19])=[CH:8]1.[I:21]N1C(=O)CCC1=O. (6) Reactant: [C:14]1(P([C:14]2[CH:19]=[CH:18][CH:17]=[CH:16][CH:15]=2)[C:14]2[CH:19]=[CH:18][CH:17]=[CH:16][CH:15]=2)[CH:19]=[CH:18][CH:17]=[CH:16][CH:15]=1.[I-].[CH3:21][O-:22].[Na+]. Product: [CH2:19]=[C:14]1[CH:15]=[CH:16][C:19]2[CH:18]=[CH:17][CH:16]=[CH:15][C:14]=2[O:22][CH2:21]1. The catalyst class is: 10.